This data is from Forward reaction prediction with 1.9M reactions from USPTO patents (1976-2016). The task is: Predict the product of the given reaction. (1) Given the reactants [Cl:1][C:2]1[CH:3]=[C:4]([CH2:8][NH:9][C:10]2[CH:19]=[C:18]([C:20]3[C:29]4[C:24](=[CH:25][C:26]([O:35][CH2:36][CH3:37])=[C:27]5[O:32][C:31]([CH3:34])([CH3:33])[CH2:30][C:28]5=4)[CH2:23][C:22]([CH3:39])([CH3:38])[N:21]=3)[CH:17]=[CH:16][C:11]=2[C:12]([O:14]C)=[O:13])[CH:5]=[CH:6][CH:7]=1, predict the reaction product. The product is: [Cl:1][C:2]1[CH:3]=[C:4]([CH2:8][NH:9][C:10]2[CH:19]=[C:18]([C:20]3[C:29]4[C:24](=[CH:25][C:26]([O:35][CH2:36][CH3:37])=[C:27]5[O:32][C:31]([CH3:33])([CH3:34])[CH2:30][C:28]5=4)[CH2:23][C:22]([CH3:38])([CH3:39])[N:21]=3)[CH:17]=[CH:16][C:11]=2[C:12]([OH:14])=[O:13])[CH:5]=[CH:6][CH:7]=1. (2) Given the reactants [NH2:1][C:2]1[NH:6][N:5]=[C:4]([NH:7][C:8]2[CH:13]=[CH:12][C:11]([N+:14]([O-])=O)=[CH:10][CH:9]=2)[C:3]=1[C:17]([NH2:19])=[O:18].[CH3:20][C:21]1[CH:22]=[C:23]([CH:26]=[C:27]([CH3:30])[C:28]=1[OH:29])[CH:24]=O.[BH4-].[Na+].O, predict the reaction product. The product is: [NH2:14][C:11]1[CH:12]=[CH:13][C:8]([NH:7][C:4]2[C:3]([C:17]([NH2:19])=[O:18])=[C:2]([NH:1][CH2:24][C:23]3[CH:26]=[C:27]([CH3:30])[C:28]([OH:29])=[C:21]([CH3:20])[CH:22]=3)[NH:6][N:5]=2)=[CH:9][CH:10]=1. (3) Given the reactants [SH:1][C:2]1[CH:7]=[CH:6][N:5]=[CH:4][CH:3]=1.[F:8][C:9]1[CH:14]=[C:13]([N+:15]([O-:17])=[O:16])[CH:12]=[C:11]([F:18])[C:10]=1F, predict the reaction product. The product is: [F:8][C:9]1[CH:14]=[C:13]([N+:15]([O-:17])=[O:16])[CH:12]=[C:11]([F:18])[C:10]=1[S:1][C:2]1[CH:7]=[CH:6][N:5]=[CH:4][CH:3]=1. (4) Given the reactants [CH3:1][NH:2][CH2:3][C:4]1[CH:9]=[CH:8][C:7]([C:10]([N:12]2[CH2:18][C:17]3([CH3:20])[CH2:19][CH:13]2[CH2:14][C:15]([CH3:22])([CH3:21])[CH2:16]3)=[O:11])=[CH:6][CH:5]=1.[CH:23]1([C:29](Cl)=[O:30])[CH2:28][CH2:27][CH2:26][CH2:25][CH2:24]1, predict the reaction product. The product is: [CH3:1][N:2]([CH2:3][C:4]1[CH:9]=[CH:8][C:7]([C:10]([N:12]2[CH2:18][C:17]3([CH3:20])[CH2:19][CH:13]2[CH2:14][C:15]([CH3:22])([CH3:21])[CH2:16]3)=[O:11])=[CH:6][CH:5]=1)[C:29]([CH:23]1[CH2:28][CH2:27][CH2:26][CH2:25][CH2:24]1)=[O:30]. (5) The product is: [NH2:16][C:17]1[CH:18]=[CH:19][C:20]([C:21]([NH:23][C:24]2[C:25]([Cl:41])=[CH:26][C:27]([C:31]([F:40])([C:36]([F:37])([F:38])[F:39])[C:32]([F:33])([F:34])[F:35])=[CH:28][C:29]=2[Cl:30])=[O:22])=[CH:42][C:43]=1[Cl:8]. Given the reactants C1(C)C=CC=CC=1.[Cl:8]N1C(=O)CCC1=O.[NH2:16][C:17]1[CH:43]=[CH:42][C:20]([C:21]([NH:23][C:24]2[C:29]([Cl:30])=[CH:28][C:27]([C:31]([F:40])([C:36]([F:39])([F:38])[F:37])[C:32]([F:35])([F:34])[F:33])=[CH:26][C:25]=2[Cl:41])=[O:22])=[CH:19][CH:18]=1, predict the reaction product. (6) Given the reactants C([O:8][C:9]1[N:24]=[C:23]([C:25]2[CH:26]=[C:27]3[C:31](=[CH:32][CH:33]=2)[N:30]([CH3:34])[CH:29]=[CH:28]3)[C:22]([O:35][CH3:36])=[C:21]([O:37]CC2C=CC=CC=2)[C:10]=1[C:11]([O:13]CC1C=CC=CC=1)=[O:12])C1C=CC=CC=1, predict the reaction product. The product is: [OH:37][C:21]1[C:22]([O:35][CH3:36])=[C:23]([C:25]2[CH:26]=[C:27]3[C:31](=[CH:32][CH:33]=2)[N:30]([CH3:34])[CH:29]=[CH:28]3)[NH:24][C:9](=[O:8])[C:10]=1[C:11]([OH:13])=[O:12].